Dataset: Catalyst prediction with 721,799 reactions and 888 catalyst types from USPTO. Task: Predict which catalyst facilitates the given reaction. (1) Reactant: [NH:1]1[CH2:6][CH2:5][CH2:4][CH2:3][CH2:2]1.[CH:7](=O)[C:8]1[CH:13]=[CH:12][CH:11]=[CH:10][CH:9]=1.[CH3:15][O:16][C:17](=[O:31])[CH2:18][CH2:19][C:20]1[CH:25]=[CH:24][C:23]([OH:26])=[C:22]([C:27]([CH3:30])([CH3:29])[CH3:28])[CH:21]=1. Product: [CH3:15][O:16][C:17](=[O:31])[CH2:18][CH2:19][C:20]1[CH:25]=[C:24]([CH:7]([C:8]2[CH:13]=[CH:12][CH:11]=[CH:10][CH:9]=2)[N:1]2[CH2:6][CH2:5][CH2:4][CH2:3][CH2:2]2)[C:23]([OH:26])=[C:22]([C:27]([CH3:28])([CH3:30])[CH3:29])[CH:21]=1. The catalyst class is: 11. (2) Product: [CH3:1][N:2]1[C:10](=[O:11])[C:9]2[N:8]([C@@H:25]([CH3:30])[C:26]([O:28][CH3:29])=[O:27])[CH:7]=[N:6][C:5]=2[N:4]([CH3:12])[C:3]1=[O:13]. Reactant: [CH3:1][N:2]1[C:10](=[O:11])[C:9]2[NH:8][CH:7]=[N:6][C:5]=2[N:4]([CH3:12])[C:3]1=[O:13].C([O-])([O-])=O.[K+].[K+].CS(O[C@H:25]([CH3:30])[C:26]([O:28][CH3:29])=[O:27])(=O)=O. The catalyst class is: 3. (3) Reactant: [CH2:1]([N:8]1[CH:13]([CH3:14])[CH2:12][O:11][C@@H:10]([CH2:15][OH:16])[C:9]1=O)[C:2]1[CH:7]=[CH:6][CH:5]=[CH:4][CH:3]=1.[H-].[Al+3].[Li+].[H-].[H-].[H-]. Product: [CH2:1]([N:8]1[CH:13]([CH3:14])[CH2:12][O:11][C@H:10]([CH2:15][OH:16])[CH2:9]1)[C:2]1[CH:3]=[CH:4][CH:5]=[CH:6][CH:7]=1. The catalyst class is: 1. (4) Reactant: [NH2:1]/[C:2](/[CH3:8])=[CH:3]\[C:4]([O:6][CH3:7])=[O:5].[CH3:9][S:10]([OH:13])(=[O:12])=[O:11].[H][H]. The catalyst class is: 5. Product: [CH3:9][S:10]([OH:13])(=[O:12])=[O:11].[NH2:1][C@H:2]([CH3:8])[CH2:3][C:4]([O:6][CH3:7])=[O:5]. (5) Reactant: [F:1][C:2]([F:46])([F:45])[C:3]1[CH:4]=[C:5]([CH:38]=[C:39]([C:41]([F:44])([F:43])[F:42])[CH:40]=1)[CH2:6][N:7]([C:32]1[N:33]=[N:34][N:35]([CH3:37])[N:36]=1)[C@H:8]1[CH2:14][CH2:13][CH2:12][N:11]([CH2:15][C@H:16]2[CH2:21][CH2:20][C@H:19]([C:22]([O:24]C)=[O:23])[CH2:18][CH2:17]2)[C:10]2[C:26]([CH3:31])=[CH:27][C:28]([CH3:30])=[CH:29][C:9]1=2.[OH-].[Na+]. Product: [F:44][C:41]([F:42])([F:43])[C:39]1[CH:38]=[C:5]([CH2:6][N:7]([C:32]2[N:33]=[N:34][N:35]([CH3:37])[N:36]=2)[C@@H:8]2[C:9]3[CH:29]=[C:28]([CH3:30])[CH:27]=[C:26]([CH3:31])[C:10]=3[N:11]([CH2:15][C@H:16]3[CH2:21][CH2:20][C@H:19]([C:22]([OH:24])=[O:23])[CH2:18][CH2:17]3)[CH2:12][CH2:13][CH2:14]2)[CH:4]=[C:3]([C:2]([F:1])([F:46])[F:45])[CH:40]=1. The catalyst class is: 5. (6) Reactant: [F:1][C:2]([F:25])([F:24])[C:3]1[CH:4]=[C:5]([C:13]2[N:17]=[CH:16][N:15]([CH2:18][C:19](=[CH2:23])[C:20]([OH:22])=O)[N:14]=2)[CH:6]=[C:7]([C:9]([F:12])([F:11])[F:10])[CH:8]=1.[NH:26]([C:28]1[CH:33]=[N:32][CH:31]=[CH:30][N:29]=1)[NH2:27].C(P1(=O)OP(CCC)(=O)OP(CCC)(=O)O1)CC.CCN(C(C)C)C(C)C. Product: [F:10][C:9]([F:12])([F:11])[C:7]1[CH:6]=[C:5]([C:13]2[N:17]=[CH:16][N:15]([CH2:18][C:19](=[CH2:23])[C:20]([NH:27][NH:26][C:28]3[CH:33]=[N:32][CH:31]=[CH:30][N:29]=3)=[O:22])[N:14]=2)[CH:4]=[C:3]([C:2]([F:24])([F:25])[F:1])[CH:8]=1. The catalyst class is: 1. (7) Reactant: [NH:1]1[C:5](=[O:6])[CH:4]=[CH:3][C:2]1=[O:7].C(O)(C(F)(F)F)=O.[CH2:15]([N:22]([CH2:26][Si](C)(C)C)[CH2:23]OC)[C:16]1[CH:21]=[CH:20][CH:19]=[CH:18][CH:17]=1. Product: [CH2:15]([N:22]1[CH2:26][C@@H:3]2[C:2](=[O:7])[NH:1][C:5](=[O:6])[C@@H:4]2[CH2:23]1)[C:16]1[CH:21]=[CH:20][CH:19]=[CH:18][CH:17]=1. The catalyst class is: 2.